From a dataset of Full USPTO retrosynthesis dataset with 1.9M reactions from patents (1976-2016). Predict the reactants needed to synthesize the given product. Given the product [Cl:9][C:5]1[CH:6]=[C:7]([CH3:8])[C:2]([C:11]#[N:13])=[N:3][CH:4]=1, predict the reactants needed to synthesize it. The reactants are: Br[C:2]1[C:7]([CH3:8])=[CH:6][C:5]([Cl:9])=[CH:4][N:3]=1.C[C:11]([N:13](C)C)=O.